Task: Predict the product of the given reaction.. Dataset: Forward reaction prediction with 1.9M reactions from USPTO patents (1976-2016) Given the reactants C([SiH2][O:6][C:7](C)(C)[C:8]1[S:12][CH:11]=[C:10]([C:13]([N:15]2[CH2:20][CH2:19][CH2:18][CH2:17][CH2:16]2)=[O:14])[CH:9]=1)(C)(C)C.[F-].C([NH3+])(C)(C)C.C(O)(=O)C, predict the reaction product. The product is: [OH:6][CH2:7][C:8]1[S:12][CH:11]=[C:10]([C:13]([N:15]2[CH2:16][CH2:17][CH2:18][CH2:19][CH2:20]2)=[O:14])[CH:9]=1.